This data is from Reaction yield outcomes from USPTO patents with 853,638 reactions. The task is: Predict the reaction yield, written as a fraction of the theoretical maximum amount of product (1.0 means a 100% yield; for example, 0.34 means a 34% yield). (1) The product is [ClH:1].[NH2:15][CH2:16][CH2:17][NH:18][C:19]1[CH:24]=[CH:23][CH:22]=[CH:21][N:20]=1. The reactants are [ClH:1].O1CCOCC1.C(OC([NH:15][CH2:16][CH2:17][NH:18][C:19]1[CH:24]=[CH:23][CH:22]=[CH:21][N:20]=1)=O)(C)(C)C. The catalyst is C(Cl)Cl. The yield is 0.950. (2) The reactants are [I:1][C:2]1[CH:9]=[CH:8][CH:7]=[CH:6][C:3]=1[CH2:4][OH:5].N1C=CN=C1.[CH3:15][C:16]([Si:19](Cl)([CH3:21])[CH3:20])([CH3:18])[CH3:17].O. The catalyst is CN(C=O)C. The product is [CH3:15][C:16]([Si:19]([O:5][CH2:4][C:3]1[CH:6]=[CH:7][CH:8]=[CH:9][C:2]=1[I:1])([CH3:21])[CH3:20])([CH3:18])[CH3:17]. The yield is 0.890. (3) The reactants are [CH2:1]([N:8]([C:17]([O:19][C:20]([CH3:23])([CH3:22])[CH3:21])=[O:18])[CH2:9][CH2:10][CH2:11]OS(C)(=O)=O)[C:2]1[CH:7]=[CH:6][CH:5]=[CH:4][CH:3]=1.C(=O)([O-])[O-].[K+].[K+].[F:30][C:31]1[CH:44]=[CH:43][C:34]([CH2:35][CH:36]2[CH2:42][NH:41][CH2:40][CH2:39][CH2:38][O:37]2)=[CH:33][CH:32]=1. The catalyst is CN(C=O)C.O. The product is [C:20]([O:19][C:17](=[O:18])[N:8]([CH2:1][C:2]1[CH:7]=[CH:6][CH:5]=[CH:4][CH:3]=1)[CH2:9][CH2:10][CH2:11][N:41]1[CH2:40][CH2:39][CH2:38][O:37][CH:36]([CH2:35][C:34]2[CH:43]=[CH:44][C:31]([F:30])=[CH:32][CH:33]=2)[CH2:42]1)([CH3:23])([CH3:22])[CH3:21]. The yield is 0.340. (4) The reactants are [CH3:1][O:2][C:3]1[CH:4]=[C:5]([CH:10]=[CH:11][C:12]=1[O:13]CC(C)=C)[C:6]([O:8][CH3:9])=[O:7]. The catalyst is CN1C(=O)CCC1. The product is [OH:13][C:12]1[C:11]([CH2:6][C:5]([CH3:10])=[CH2:4])=[CH:10][C:5]([C:6]([O:8][CH3:9])=[O:7])=[CH:4][C:3]=1[O:2][CH3:1]. The yield is 1.00.